Dataset: Reaction yield outcomes from USPTO patents with 853,638 reactions. Task: Predict the reaction yield, written as a fraction of the theoretical maximum amount of product (1.0 means a 100% yield; for example, 0.34 means a 34% yield). The reactants are [O:1]=[S:2]1(=[O:31])[C:7]2[CH:8]=[CH:9][CH:10]=[CH:11][C:6]=2[NH:5][C:4]([C:12]2[C:13](=[O:30])[N:14]([CH2:23][CH2:24][CH:25]3OCC[O:26]3)[C:15]3[C:20]([C:21]=2[OH:22])=[CH:19][CH:18]=[CH:17][N:16]=3)=[N:3]1.S(=O)(=O)(O)O. The catalyst is O.C(O)(=O)C. The product is [O:31]=[S:2]1(=[O:1])[C:7]2[CH:8]=[CH:9][CH:10]=[CH:11][C:6]=2[NH:5][C:4]([C:12]2[C:13](=[O:30])[N:14]([CH2:23][CH2:24][CH:25]=[O:26])[C:15]3[C:20]([C:21]=2[OH:22])=[CH:19][CH:18]=[CH:17][N:16]=3)=[N:3]1. The yield is 0.780.